Predict which catalyst facilitates the given reaction. From a dataset of Catalyst prediction with 721,799 reactions and 888 catalyst types from USPTO. (1) Reactant: [H-].[Na+].[CH3:3][O:4][C:5]1[CH:6]=[C:7]([CH:32]=[CH:33][C:34]=1[O:35][CH3:36])[CH2:8][C:9]1[N:13]([C:14]2[CH:19]=[C:18]([CH3:20])[N:17]=[C:16]([CH3:21])[N:15]=2)[N:12]=[C:11]([NH:22][CH2:23][C:24]2[CH:29]=[CH:28][C:27]([O:30][CH3:31])=[CH:26][CH:25]=2)[N:10]=1.CI.[C:39]([O-])(O)=O.[Na+]. Product: [CH3:3][O:4][C:5]1[CH:6]=[C:7]([CH:32]=[CH:33][C:34]=1[O:35][CH3:36])[CH2:8][C:9]1[N:13]([C:14]2[CH:19]=[C:18]([CH3:20])[N:17]=[C:16]([CH3:21])[N:15]=2)[N:12]=[C:11]([N:22]([CH2:23][C:24]2[CH:29]=[CH:28][C:27]([O:30][CH3:31])=[CH:26][CH:25]=2)[CH3:39])[N:10]=1. The catalyst class is: 18. (2) Reactant: O.[SH-].[Na+].[CH3:4][C:5]1([CH3:15])[O:9][N:8]=[C:7]([S:10]([CH2:13][CH3:14])(=O)=O)[CH2:6]1.C(=O)([O-])[O-].[K+].[K+].C(S([O-])=O)O.[Na+].ClCC1[C:31]([O:40][CH3:41])=[N:32][N:33]([CH3:39])[C:34]=1[C:35]([F:38])([F:37])[F:36]. Product: [CH3:4][C:5]1([CH3:15])[O:9][N:8]=[C:7]([S:10][CH2:13][C:14]2[C:31]([O:40][CH3:41])=[N:32][N:33]([CH3:39])[C:34]=2[C:35]([F:38])([F:36])[F:37])[CH2:6]1. The catalyst class is: 35. (3) Reactant: [F:1][C:2]1[CH:7]=[CH:6][C:5]([C:8]([C:10]2[CH:15]=[C:14]([O:16][C:17]([F:22])([F:21])[CH:18]([F:20])[F:19])[CH:13]=[C:12]([F:23])[CH:11]=2)=O)=[CH:4][C:3]=1[O:24][CH:25]([CH3:27])[CH3:26].Cl.[NH2:29][OH:30]. Product: [F:1][C:2]1[CH:7]=[CH:6][C:5]([C:8]([C:10]2[CH:15]=[C:14]([O:16][C:17]([F:22])([F:21])[CH:18]([F:20])[F:19])[CH:13]=[C:12]([F:23])[CH:11]=2)=[N:29][OH:30])=[CH:4][C:3]=1[O:24][CH:25]([CH3:27])[CH3:26]. The catalyst class is: 17. (4) Reactant: CO.[CH3:3][O:4][C:5]1[CH:6]=[C:7]2[C:12](=[CH:13][C:14]=1[O:15][CH3:16])[N:11]=[CH:10][CH:9]=[C:8]2[O:17][C:18]1[CH:23]=[CH:22][C:21]([NH:24][C:25]([NH:27][CH2:28][CH2:29][C:30]([CH3:33])([CH3:32])[CH3:31])=[O:26])=[CH:20][CH:19]=1.[ClH:34].CO. Product: [ClH:34].[CH3:3][O:4][C:5]1[CH:6]=[C:7]2[C:12](=[CH:13][C:14]=1[O:15][CH3:16])[N:11]=[CH:10][CH:9]=[C:8]2[O:17][C:18]1[CH:23]=[CH:22][C:21]([NH:24][C:25]([NH:27][CH2:28][CH2:29][C:30]([CH3:33])([CH3:32])[CH3:31])=[O:26])=[CH:20][CH:19]=1. The catalyst class is: 22. (5) Reactant: Br[C:2]1[N:6]2[N:7]=[C:8]([Cl:11])[CH:9]=[CH:10][C:5]2=[N:4][CH:3]=1.C([Mg])C.[F:15][C:16]1[C:25]([CH:26]=[O:27])=[C:24]([F:28])[CH:23]=[C:22]2[C:17]=1[CH:18]=[CH:19][CH:20]=[N:21]2. Product: [Cl:11][C:8]1[CH:9]=[CH:10][C:5]2[N:6]([C:2]([CH:26]([C:25]3[C:16]([F:15])=[C:17]4[C:22](=[CH:23][C:24]=3[F:28])[N:21]=[CH:20][CH:19]=[CH:18]4)[OH:27])=[CH:3][N:4]=2)[N:7]=1. The catalyst class is: 1. (6) Reactant: [NH2:1][C:2]1[C:3]([OH:28])=[C:4]([CH:10]2[N:15]([CH2:16][C:17]3[CH:26]=[CH:25][C:24]4[C:19](=[CH:20][CH:21]=[CH:22][CH:23]=4)[N:18]=3)[C:14](=[O:27])[CH2:13][CH2:12][CH2:11]2)[C:5]([O:8][CH3:9])=[CH:6][CH:7]=1.[CH3:29]C1C=CC(S(O)(=O)=O)=CC=1.C(OCC)(OCC)OCC. Product: [CH3:9][O:8][C:5]1[CH:6]=[CH:7][C:2]2[N:1]=[CH:29][O:28][C:3]=2[C:4]=1[CH:10]1[N:15]([CH2:16][C:17]2[CH:26]=[CH:25][C:24]3[C:19](=[CH:20][CH:21]=[CH:22][CH:23]=3)[N:18]=2)[C:14](=[O:27])[CH2:13][CH2:12][CH2:11]1. The catalyst class is: 25. (7) Reactant: [F:1][C:2]1[CH:3]=[C:4]([C:8]2[N:9]=[C:10]([C:17]3[C:18]([CH3:26])=[N:19][N:20]4[CH:25]=[CH:24][CH:23]=[CH:22][C:21]=34)[S:11][C:12]=2[C:13]([O:15]C)=[O:14])[CH:5]=[CH:6][CH:7]=1.O1CCCC1.[OH-].[Na+].Cl. Product: [F:1][C:2]1[CH:3]=[C:4]([C:8]2[N:9]=[C:10]([C:17]3[C:18]([CH3:26])=[N:19][N:20]4[CH:25]=[CH:24][CH:23]=[CH:22][C:21]=34)[S:11][C:12]=2[C:13]([OH:15])=[O:14])[CH:5]=[CH:6][CH:7]=1. The catalyst class is: 5. (8) Reactant: C(Cl)(=O)C(Cl)=O.CS(C)=O.[C:11]([N:14]([CH2:28][C:29]1[CH:34]=[CH:33][CH:32]=[CH:31][C:30]=1[CH:35]([OH:37])[CH3:36])[C:15]1[CH:20]=[CH:19][CH:18]=[CH:17][C:16]=1[O:21][C:22]1[CH:27]=[CH:26][CH:25]=[CH:24][CH:23]=1)(=[O:13])[CH3:12].[Cl-].[NH4+]. Product: [C:11]([N:14]([CH2:28][C:29]1[CH:34]=[CH:33][CH:32]=[CH:31][C:30]=1[C:35](=[O:37])[CH3:36])[C:15]1[CH:20]=[CH:19][CH:18]=[CH:17][C:16]=1[O:21][C:22]1[CH:27]=[CH:26][CH:25]=[CH:24][CH:23]=1)(=[O:13])[CH3:12]. The catalyst class is: 236. (9) Reactant: [CH2:1]([O:13][CH2:14][CH:15]1[CH2:19][CH:18]([OH:20])[CH:17]([OH:21])[CH2:16]1)[CH2:2][CH2:3][CH2:4][CH2:5][CH2:6][CH2:7][CH2:8][CH2:9][CH2:10][CH2:11][CH3:12].I([O-])(=O)=O. Product: [CH2:1]([O:13][CH2:14][CH:15]([CH2:19][CH:18]=[O:20])[CH2:16][CH:17]=[O:21])[CH2:2][CH2:3][CH2:4][CH2:5][CH2:6][CH2:7][CH2:8][CH2:9][CH2:10][CH2:11][CH3:12]. The catalyst class is: 72. (10) Reactant: [O-]CC.[Na+].Cl.[N+:6]([C:9]1[O:13][C:12]([C:14](=[NH:18])OCC)=[CH:11][CH:10]=1)([O-:8])=[O:7].[NH2:19][C:20]1[CH:28]=[C:27]([F:29])[CH:26]=[CH:25][C:21]=1[C:22]([OH:24])=O. Product: [F:29][C:27]1[CH:28]=[C:20]2[C:21]([C:22](=[O:24])[NH:18][C:14]([C:12]3[O:13][C:9]([N+:6]([O-:8])=[O:7])=[CH:10][CH:11]=3)=[N:19]2)=[CH:25][CH:26]=1. The catalyst class is: 8.